This data is from Catalyst prediction with 721,799 reactions and 888 catalyst types from USPTO. The task is: Predict which catalyst facilitates the given reaction. (1) Reactant: O[C:2]([CH:5]1[CH2:10][CH2:9][CH:8]([C:11]2[S:12][C:13]([C:16]3[CH:21]=[CH:20][C:19]([NH:22][C:23]([NH:25][C:26]4[CH:31]=[C:30]([F:32])[C:29]([F:33])=[CH:28][C:27]=4[F:34])=[O:24])=[CH:18][CH:17]=3)=[CH:14][N:15]=2)[CH2:7][CH2:6]1)([CH3:4])[CH3:3].[Cl:35][CH2:36][C:37]#[N:38].S(=O)(=O)(O)[OH:40].O. Product: [Cl:35][CH2:36][C:37]([NH:38][C:2]([CH:5]1[CH2:10][CH2:9][CH:8]([C:11]2[S:12][C:13]([C:16]3[CH:17]=[CH:18][C:19]([NH:22][C:23]([NH:25][C:26]4[CH:31]=[C:30]([F:32])[C:29]([F:33])=[CH:28][C:27]=4[F:34])=[O:24])=[CH:20][CH:21]=3)=[CH:14][N:15]=2)[CH2:7][CH2:6]1)([CH3:3])[CH3:4])=[O:40]. The catalyst class is: 15. (2) Reactant: [F:1][C:2]1[CH:7]=[CH:6][C:5]([C:8]2[C:12]3[N:13]=[C:14]([S:17][CH3:18])[N:15]=[CH:16][C:11]=3[S:10][C:9]=2[C:19]([NH2:21])=[O:20])=[CH:4][CH:3]=1.B1([O-])OO1.[OH2:26].[OH2:27].O.O.[Na+].S([O-])([O-])(=O)=S.[Na+].[Na+].C(=O)([O-])[O-].[K+].[K+]. Product: [F:1][C:2]1[CH:7]=[CH:6][C:5]([C:8]2[C:12]3[N:13]=[C:14]([S:17]([CH3:18])(=[O:27])=[O:26])[N:15]=[CH:16][C:11]=3[S:10][C:9]=2[C:19]([NH2:21])=[O:20])=[CH:4][CH:3]=1. The catalyst class is: 676. (3) Reactant: [C:1]([NH:4][C:5]1[S:6][C:7]([CH2:15][C:16]2[CH:21]=[CH:20][CH:19]=[CH:18][CH:17]=2)=[C:8]([C:10](OCC)=[O:11])[N:9]=1)(=[O:3])[CH3:2].[BH4-].[Li+]. Product: [CH2:15]([C:7]1[S:6][C:5]([NH:4][C:1](=[O:3])[CH3:2])=[N:9][C:8]=1[CH:10]=[O:11])[C:16]1[CH:21]=[CH:20][CH:19]=[CH:18][CH:17]=1. The catalyst class is: 1. (4) Reactant: N1C=C(CC[NH:8][CH:9]2[C:18]3[N:17]=[CH:16][CH:15]=[CH:14][C:13]=3[CH2:12][CH2:11][CH2:10]2)N=C1.[CH3:19][C:20]1[C:21]([CH:27]=O)=[N:22][CH:23]=[C:24]([CH3:26])[CH:25]=1.[BH-](OC(C)=O)(OC(C)=O)OC(C)=O.[Na+]. Product: [CH3:19][C:20]1[C:21]([CH2:27][NH:8][CH:9]2[C:18]3[N:17]=[CH:16][CH:15]=[CH:14][C:13]=3[CH2:12][CH2:11][CH2:10]2)=[N:22][CH:23]=[C:24]([CH3:26])[CH:25]=1. The catalyst class is: 2. (5) Reactant: C(OC(=O)[NH:7][C:8]1([C:12]2[CH:17]=[CH:16][C:15]([C:18]3[C:31]([C:32]4[CH:37]=[CH:36][CH:35]=[CH:34][CH:33]=4)=[C:30]([NH:38][CH3:39])[N:21]4[N:22]=[C:23]5[C:28]([CH:27]=[C:26]([F:29])[CH:25]=[CH:24]5)=[C:20]4[N:19]=3)=[CH:14][CH:13]=2)[CH2:11][CH2:10][CH2:9]1)(C)(C)C.Cl. Product: [NH2:7][C:8]1([C:12]2[CH:13]=[CH:14][C:15]([C:18]3[C:31]([C:32]4[CH:33]=[CH:34][CH:35]=[CH:36][CH:37]=4)=[C:30]([NH:38][CH3:39])[N:21]4[N:22]=[C:23]5[C:28]([CH:27]=[C:26]([F:29])[CH:25]=[CH:24]5)=[C:20]4[N:19]=3)=[CH:16][CH:17]=2)[CH2:9][CH2:10][CH2:11]1. The catalyst class is: 12.